This data is from Forward reaction prediction with 1.9M reactions from USPTO patents (1976-2016). The task is: Predict the product of the given reaction. (1) Given the reactants Cl.[NH2:2][C@H:3]1[CH2:8][CH2:7][C@H:6]([NH:9][C:10]([C:12]2[C:16]3[N:17]=[CH:18][N:19]=[C:20]([C:21]4[CH:26]=[C:25]([CH2:27][CH3:28])[CH:24]=[CH:23][C:22]=4[O:29][CH2:30][CH:31]4[CH2:33][CH2:32]4)[C:15]=3[NH:14][C:13]=2[CH3:34])=[O:11])[CH2:5][CH2:4]1.C([O:38][CH2:39][C:40](Cl)=[O:41])(=O)C, predict the reaction product. The product is: [CH:31]1([CH2:30][O:29][C:22]2[CH:23]=[CH:24][C:25]([CH2:27][CH3:28])=[CH:26][C:21]=2[C:20]2[C:15]3[NH:14][C:13]([CH3:34])=[C:12]([C:10]([NH:9][C@H:6]4[CH2:7][CH2:8][C@H:3]([NH:2][C:39](=[O:38])[CH2:40][OH:41])[CH2:4][CH2:5]4)=[O:11])[C:16]=3[N:17]=[CH:18][N:19]=2)[CH2:32][CH2:33]1. (2) Given the reactants Br[C:2]1[CH:7]=[CH:6][C:5]([C@H:8]2[CH2:10][C@@H:9]2[CH2:11][N:12]([CH3:14])[CH3:13])=[CH:4][CH:3]=1.[N:15]1[NH:16][C:17](=[O:21])[CH:18]=[CH:19][CH:20]=1, predict the reaction product. The product is: [CH3:13][N:12]([CH2:11][C@H:9]1[CH2:10][C@@H:8]1[C:5]1[CH:6]=[CH:7][C:2]([N:16]2[C:17](=[O:21])[CH:18]=[CH:19][CH:20]=[N:15]2)=[CH:3][CH:4]=1)[CH3:14]. (3) Given the reactants Cl.[F:2][C:3]1([F:32])[CH2:6][CH:5]([CH2:7][O:8][C:9]2[CH:10]=[C:11]3[C:15](=[CH:16][CH:17]=2)[CH2:14][C:13]2([CH2:22][CH2:21][CH:20]([O:23][CH3:24])[CH2:19][CH2:18]2)[C:12]3=[N:25]S(C(C)(C)C)=O)[CH2:4]1, predict the reaction product. The product is: [F:2][C:3]1([F:32])[CH2:6][CH:5]([CH2:7][O:8][C:9]2[CH:10]=[C:11]3[C:15]([CH2:14][C:13]4([CH2:22][CH2:21][CH:20]([O:23][CH3:24])[CH2:19][CH2:18]4)[C:12]3=[NH:25])=[CH:16][CH:17]=2)[CH2:4]1.